Predict the product of the given reaction. From a dataset of Forward reaction prediction with 1.9M reactions from USPTO patents (1976-2016). (1) Given the reactants [CH2:1]([O:8][C:9]1[CH:14]=[CH:13][C:12]([C:15]2[O:16][C:17]([CH3:24])=[C:18]([CH2:20][C:21]([OH:23])=O)[N:19]=2)=[CH:11][CH:10]=1)[C:2]1[CH:7]=[CH:6][CH:5]=[CH:4][CH:3]=1.C(Cl)CCl.[CH:29]1[CH:30]=C[C:32]2N(O)N=[N:35][C:33]=2[CH:34]=1.Cl.C[C@@H]1CCCN1.CCN(C(C)C)C(C)C, predict the reaction product. The product is: [CH2:1]([O:8][C:9]1[CH:10]=[CH:11][C:12]([C:15]2[O:16][C:17]([CH3:24])=[C:18]([CH2:20][C:21]([N:35]3[CH2:30][CH2:29][CH2:34][C@H:33]3[CH3:32])=[O:23])[N:19]=2)=[CH:13][CH:14]=1)[C:2]1[CH:3]=[CH:4][CH:5]=[CH:6][CH:7]=1. (2) Given the reactants [N+:1]([C:4]1[CH:5]=[C:6]([CH2:10][C:11]([NH:13][C@H:14]([C:16]([OH:18])=O)[CH3:15])=[O:12])[CH:7]=[CH:8][CH:9]=1)([O-:3])=[O:2].Cl.[CH3:20][O:21][C:22](=[O:28])[C@H:23]([C@@H:25]([CH3:27])[OH:26])[NH2:24], predict the reaction product. The product is: [CH3:20][O:21][C:22](=[O:28])[C@H:23]([C@@H:25]([CH3:27])[OH:26])[NH:24][C:16](=[O:18])[C@H:14]([CH3:15])[NH:13][C:11](=[O:12])[CH2:10][C:6]1[CH:7]=[CH:8][CH:9]=[C:4]([N+:1]([O-:3])=[O:2])[CH:5]=1. (3) Given the reactants [Cl:1][C:2]1[CH:3]=[CH:4][C:5]([NH:8][C:9]([CH2:11][N:12]2[C:16]3[CH:17]=[CH:18][C:19]([C:21]([OH:23])=[O:22])=[CH:20][C:15]=3[N:14]=[C:13]2[C:24](=[O:35])NC2CCN(C(C)C)CC2)=[O:10])=[N:6][CH:7]=1.NCC[OH:39], predict the reaction product. The product is: [Cl:1][C:2]1[CH:3]=[CH:4][C:5]([NH:8][C:9]([CH2:11][N:12]2[C:16]3[CH:17]=[CH:18][C:19]([C:21]([OH:23])=[O:22])=[CH:20][C:15]=3[N:14]=[C:13]2[C:24]([OH:39])=[O:35])=[O:10])=[N:6][CH:7]=1. (4) The product is: [F:15][C:9]([F:14])([CH2:10][CH2:11][CH2:12][CH3:13])[C:8](=[O:16])/[CH:7]=[CH:26]/[C@@H:25]1[C@@H:20]2[C@@H:21]([O:22][C:18](=[O:17])[CH2:19]2)[CH2:23][C@H:24]1[O:28][CH2:29][C:30]1[CH:35]=[CH:34][CH:33]=[CH:32][CH:31]=1. Given the reactants COP([CH2:7][C:8](=[O:16])[C:9]([F:15])([F:14])[CH2:10][CH2:11][CH2:12][CH3:13])(=O)OC.[O:17]=[C:18]1[O:22][C@H:21]2[CH2:23][C@@H:24]([O:28][CH2:29][C:30]3[CH:35]=[CH:34][CH:33]=[CH:32][CH:31]=3)[C@H:25]([CH:26]=O)[C@H:20]2[CH2:19]1, predict the reaction product. (5) Given the reactants O[C:2]1[C:7]([N+:8]([O-:10])=[O:9])=[CH:6][C:5]([Br:11])=[CH:4][N:3]=1.CN(C)C=O.P(Br)(Br)([Br:19])=O.N1C=CC=CC=1, predict the reaction product. The product is: [Br:19][C:2]1[C:7]([N+:8]([O-:10])=[O:9])=[CH:6][C:5]([Br:11])=[CH:4][N:3]=1. (6) Given the reactants [Cl:1][C:2]1[C:3](=[O:29])[N:4]([C:19]2[CH:20]=[C:21]([CH:26]=[CH:27][CH:28]=2)[C:22]([O:24]C)=[O:23])[C:5]([CH3:18])=[CH:6][C:7]=1[O:8][CH2:9][C:10]1[CH:15]=[CH:14][C:13]([F:16])=[CH:12][C:11]=1[F:17].[OH-].[Na+].Cl, predict the reaction product. The product is: [Cl:1][C:2]1[C:3](=[O:29])[N:4]([C:19]2[CH:20]=[C:21]([CH:26]=[CH:27][CH:28]=2)[C:22]([OH:24])=[O:23])[C:5]([CH3:18])=[CH:6][C:7]=1[O:8][CH2:9][C:10]1[CH:15]=[CH:14][C:13]([F:16])=[CH:12][C:11]=1[F:17]. (7) The product is: [CH3:11][O:10][C:8]([C:5]1[CH:4]=[N:3][C:2]([OH:1])=[C:7]([Br:12])[N:6]=1)=[O:9]. Given the reactants [OH:1][C:2]1[N:3]=[CH:4][C:5]([C:8]([O:10][CH3:11])=[O:9])=[N:6][CH:7]=1.[Br:12]Br, predict the reaction product. (8) The product is: [CH3:9][CH:8]([CH3:10])[CH2:7][CH2:6][CH:5]([N:11]1[CH2:16][CH2:15][C@@H:14]([CH2:17][C:18]([O:20][CH3:21])=[O:19])[CH2:13][C@H:12]1[C:22]1[CH:27]=[CH:26][C:25]([C:28]([F:31])([F:29])[F:30])=[CH:24][CH:23]=1)[CH2:4][CH2:3][CH:2]([CH3:1])[CH3:32]. Given the reactants [CH3:1][C:2](=[CH2:32])[C:3]#[C:4][C@@H:5]([N:11]1[CH2:16][CH2:15][C@@H:14]([CH2:17][C:18]([O:20][CH3:21])=[O:19])[CH2:13][C@H:12]1[C:22]1[CH:27]=[CH:26][C:25]([C:28]([F:31])([F:30])[F:29])=[CH:24][CH:23]=1)[CH2:6][CH2:7][CH:8]([CH3:10])[CH3:9], predict the reaction product. (9) Given the reactants [CH3:1][C:2]1[CH:7]=[C:6]([CH3:8])[N:5]=[C:4]([NH:9][C:10](=O)[CH2:11][NH:12][C:13]2[CH:18]=[CH:17][C:16]([N+:19]([O-])=O)=[CH:15][CH:14]=2)[CH:3]=1.B.[CH3:24]SC, predict the reaction product. The product is: [CH3:1][C:2]1[CH:7]=[C:6]([CH3:8])[N:5]=[C:4]([NH:9][CH2:10][CH2:11][N:12]([CH3:24])[C:13]2[CH:18]=[CH:17][C:16]([NH2:19])=[CH:15][CH:14]=2)[CH:3]=1.